This data is from NCI-60 drug combinations with 297,098 pairs across 59 cell lines. The task is: Regression. Given two drug SMILES strings and cell line genomic features, predict the synergy score measuring deviation from expected non-interaction effect. (1) Drug 1: C(=O)(N)NO. Drug 2: C1CCC(C(C1)N)N.C(=O)(C(=O)[O-])[O-].[Pt+4]. Cell line: 786-0. Synergy scores: CSS=26.1, Synergy_ZIP=-1.86, Synergy_Bliss=2.56, Synergy_Loewe=-17.1, Synergy_HSA=2.76. (2) Drug 1: CCN(CC)CCNC(=O)C1=C(NC(=C1C)C=C2C3=C(C=CC(=C3)F)NC2=O)C. Drug 2: CN(CC1=CN=C2C(=N1)C(=NC(=N2)N)N)C3=CC=C(C=C3)C(=O)NC(CCC(=O)O)C(=O)O. Cell line: LOX IMVI. Synergy scores: CSS=28.5, Synergy_ZIP=-1.15, Synergy_Bliss=-7.59, Synergy_Loewe=-47.2, Synergy_HSA=-11.5. (3) Drug 1: CC1=C(C(CCC1)(C)C)C=CC(=CC=CC(=CC(=O)O)C)C. Drug 2: C1C(C(OC1N2C=NC(=NC2=O)N)CO)O. Cell line: OVCAR-8. Synergy scores: CSS=7.12, Synergy_ZIP=-3.72, Synergy_Bliss=-1.21, Synergy_Loewe=-12.3, Synergy_HSA=-4.11. (4) Drug 1: C1=CC(=CC=C1CCCC(=O)O)N(CCCl)CCCl. Drug 2: C1=CC=C(C(=C1)C(C2=CC=C(C=C2)Cl)C(Cl)Cl)Cl. Cell line: SK-MEL-5. Synergy scores: CSS=26.8, Synergy_ZIP=-8.92, Synergy_Bliss=-9.15, Synergy_Loewe=-10.8, Synergy_HSA=-8.63. (5) Drug 1: CNC(=O)C1=CC=CC=C1SC2=CC3=C(C=C2)C(=NN3)C=CC4=CC=CC=N4. Drug 2: C(CC(=O)O)C(=O)CN.Cl. Cell line: 786-0. Synergy scores: CSS=7.48, Synergy_ZIP=-3.94, Synergy_Bliss=-0.216, Synergy_Loewe=-0.359, Synergy_HSA=-0.491. (6) Drug 1: CS(=O)(=O)C1=CC(=C(C=C1)C(=O)NC2=CC(=C(C=C2)Cl)C3=CC=CC=N3)Cl. Drug 2: CCC1(CC2CC(C3=C(CCN(C2)C1)C4=CC=CC=C4N3)(C5=C(C=C6C(=C5)C78CCN9C7C(C=CC9)(C(C(C8N6C)(C(=O)OC)O)OC(=O)C)CC)OC)C(=O)OC)O.OS(=O)(=O)O. Cell line: NCI-H460. Synergy scores: CSS=49.6, Synergy_ZIP=20.9, Synergy_Bliss=19.0, Synergy_Loewe=1.05, Synergy_HSA=18.0. (7) Drug 1: C1=C(C(=O)NC(=O)N1)N(CCCl)CCCl. Drug 2: CC1=C(C(CCC1)(C)C)C=CC(=CC=CC(=CC(=O)O)C)C. Cell line: HT29. Synergy scores: CSS=18.3, Synergy_ZIP=-4.89, Synergy_Bliss=-1.81, Synergy_Loewe=1.40, Synergy_HSA=1.43.